From a dataset of Catalyst prediction with 721,799 reactions and 888 catalyst types from USPTO. Predict which catalyst facilitates the given reaction. (1) Reactant: [NH:1]1[CH2:6][CH2:5][O:4][CH2:3][CH2:2]1.Cl[C:8]([O:10][C:11]1[CH:16]=[CH:15][CH:14]=[CH:13][CH:12]=1)=[O:9].C1(C)C=CC=CC=1.[OH-].[Na+]. Product: [O:10]([C:8]([N:1]1[CH2:6][CH2:5][O:4][CH2:3][CH2:2]1)=[O:9])[C:11]1[CH:16]=[CH:15][CH:14]=[CH:13][CH:12]=1. The catalyst class is: 6. (2) Reactant: NN.[N:3]1([CH2:8][CH2:9][NH:10][C:11]2[N:16]=[C:15]([C:17]3[S:21][C:20]4[C:22]([C:26]5[CH:31]=[C:30]([F:32])[N:29]=[CH:28][C:27]=5[O:33][CH2:34][CH2:35][N:36]5C(=O)C6C(=CC=CC=6)C5=O)=[CH:23][CH:24]=[CH:25][C:19]=4[CH:18]=3)[C:14]([F:47])=[CH:13][N:12]=2)[CH:7]=[CH:6][N:5]=[N:4]1. Product: [N:3]1([CH2:8][CH2:9][NH:10][C:11]2[N:16]=[C:15]([C:17]3[S:21][C:20]4[C:22]([C:26]5[C:27]([O:33][CH2:34][CH2:35][NH2:36])=[CH:28][N:29]=[C:30]([F:32])[CH:31]=5)=[CH:23][CH:24]=[CH:25][C:19]=4[CH:18]=3)[C:14]([F:47])=[CH:13][N:12]=2)[CH:7]=[CH:6][N:5]=[N:4]1. The catalyst class is: 8.